From a dataset of Full USPTO retrosynthesis dataset with 1.9M reactions from patents (1976-2016). Predict the reactants needed to synthesize the given product. (1) Given the product [F:24][C:3]([F:2])([F:23])[C:4]1[CH:22]=[CH:21][CH:20]=[CH:19][C:5]=1[CH:6]([O:14][CH:15]1[CH2:18][N:17]([C:34](=[S:35])[NH:33][C:29]([CH3:32])([CH3:31])[CH3:30])[CH2:16]1)[C:7]1[CH:12]=[CH:11][C:10]([Cl:13])=[CH:9][CH:8]=1, predict the reactants needed to synthesize it. The reactants are: Cl.[F:2][C:3]([F:24])([F:23])[C:4]1[CH:22]=[CH:21][CH:20]=[CH:19][C:5]=1[CH:6]([O:14][CH:15]1[CH2:18][NH:17][CH2:16]1)[C:7]1[CH:12]=[CH:11][C:10]([Cl:13])=[CH:9][CH:8]=1.C(=O)([O-])[O-].[C:29]([N:33]=[C:34]=[S:35])([CH3:32])([CH3:31])[CH3:30]. (2) Given the product [N:3]1[CH:4]=[CH:5][CH:6]=[CH:7][C:2]=1[S:1][CH2:21][CH2:22][CH2:23][C:24]1([Br:29])[CH2:26][C:25]1([Br:28])[Br:27], predict the reactants needed to synthesize it. The reactants are: [SH:1][C:2]1[CH:7]=[CH:6][CH:5]=[CH:4][N:3]=1.C[O-].[Na+].C1(S(O[CH2:21][CH2:22][CH2:23][C:24]2([Br:29])[CH2:26][C:25]2([Br:28])[Br:27])(=O)=O)C=CC=CC=1.O. (3) Given the product [F:1][C:2]1[CH:3]=[CH:4][C:5]2[N:9]=[C:8]([C@@H:10]([NH:12][C:21]3[N:29]=[CH:28][N:27]=[C:26]4[C:22]=3[N:23]=[CH:24][NH:25]4)[CH3:11])[N:7]([C:13]3[N:14]([CH3:18])[N:15]=[CH:16][CH:17]=3)[C:6]=2[CH:19]=1, predict the reactants needed to synthesize it. The reactants are: [F:1][C:2]1[CH:3]=[CH:4][C:5]2[N:9]=[C:8]([C@@H:10]([NH2:12])[CH3:11])[N:7]([C:13]3[N:14]([CH3:18])[N:15]=[CH:16][CH:17]=3)[C:6]=2[CH:19]=1.Cl[C:21]1[N:29]=[CH:28][N:27]=[C:26]2[C:22]=1[N:23]=[CH:24][N:25]2C1CCCCO1.CCN(C(C)C)C(C)C.Cl.O1CCOCC1. (4) Given the product [Cl:1][C:2]1[CH:9]=[CH:8][C:5](/[CH:6]=[C:14]2\[N:13]=[C:10]([CH3:11])[O:17][C:15]\2=[O:16])=[CH:4][CH:3]=1, predict the reactants needed to synthesize it. The reactants are: [Cl:1][C:2]1[CH:9]=[CH:8][C:5]([CH:6]=O)=[CH:4][CH:3]=1.[C:10]([NH:13][CH2:14][C:15]([OH:17])=[O:16])(=O)[CH3:11].C([O-])(=O)C.[Na+]. (5) The reactants are: C(O[CH:4]=[C:5]([C:11](=O)[C:12]([F:15])([F:14])[F:13])[C:6]([O:8][CH2:9][CH3:10])=[O:7])C.[CH3:17][NH:18][NH2:19].C(OCC)(=O)C.CCCCCCC. Given the product [CH3:17][N:18]1[C:11]([C:12]([F:15])([F:14])[F:13])=[C:5]([C:6]([O:8][CH2:9][CH3:10])=[O:7])[CH:4]=[N:19]1, predict the reactants needed to synthesize it. (6) Given the product [CH2:1]([O:3][C:4]([C:6]1([NH:15][C:35]([C:34]2[C:29]([Cl:28])=[N:30][CH:31]=[C:32]([Cl:38])[CH:33]=2)=[O:36])[CH2:14][C:13]2[C:8](=[CH:9][CH:10]=[CH:11][CH:12]=2)[CH2:7]1)=[O:5])[CH3:2], predict the reactants needed to synthesize it. The reactants are: [CH2:1]([O:3][C:4]([C:6]1([NH2:15])[CH2:14][C:13]2[C:8](=[CH:9][CH:10]=[CH:11][CH:12]=2)[CH2:7]1)=[O:5])[CH3:2].C(Cl)Cl.CCN(C(C)C)C(C)C.[Cl:28][C:29]1[C:34]([C:35](Cl)=[O:36])=[CH:33][C:32]([Cl:38])=[CH:31][N:30]=1. (7) Given the product [F:1][C:2]1[CH:7]=[CH:6][CH:5]=[CH:4][C:3]=1[S:8]([NH:11][C:12]1[CH:21]=[CH:20][C:19]2[CH2:18][CH2:17][CH2:16][CH:15]([CH3:22])[C:14]=2[C:13]=1[C:23]([O:25][CH3:26])=[O:24])(=[O:10])=[O:9], predict the reactants needed to synthesize it. The reactants are: [F:1][C:2]1[CH:7]=[CH:6][CH:5]=[CH:4][C:3]=1[S:8]([NH:11][C:12]1[CH:21]=[CH:20][C:19]2[CH2:18][CH2:17][CH:16]=[C:15]([CH3:22])[C:14]=2[C:13]=1[C:23]([O:25][CH3:26])=[O:24])(=[O:10])=[O:9]. (8) Given the product [C:32]([O:31][C:30](=[O:36])[NH:29][CH:26]1[CH2:27][CH2:28][N:23]([CH2:7][C:8]([F:19])([F:20])[C:9]2[CH:14]=[CH:13][C:12]([C:15]([F:16])([F:17])[F:18])=[CH:11][N:10]=2)[CH2:24][CH2:25]1)([CH3:35])([CH3:33])[CH3:34], predict the reactants needed to synthesize it. The reactants are: FC(F)(F)S(O[CH2:7][C:8]([F:20])([F:19])[C:9]1[CH:14]=[CH:13][C:12]([C:15]([F:18])([F:17])[F:16])=[CH:11][N:10]=1)(=O)=O.[NH:23]1[CH2:28][CH2:27][CH:26]([NH:29][C:30](=[O:36])[O:31][C:32]([CH3:35])([CH3:34])[CH3:33])[CH2:25][CH2:24]1.CCN(C(C)C)C(C)C. (9) Given the product [C:1]([O:4][C@H:5]1[CH2:22][C@@H:21]([O:23][C:24](=[O:26])[CH3:25])[C@@:20]2([CH3:27])[C:7](=[CH:8][C:9](=[N:28][O:29][CH2:37][CH2:38][CH2:39][Cl:40])[C@@H:10]3[C@@H:19]2[CH2:18][CH2:17][C@@:15]2([CH3:16])[C@H:11]3[CH2:12][CH2:13][CH2:14]2)[CH2:6]1)(=[O:3])[CH3:2], predict the reactants needed to synthesize it. The reactants are: [C:1]([O:4][C@H:5]1[CH2:22][C@@H:21]([O:23][C:24](=[O:26])[CH3:25])[C@@:20]2([CH3:27])[C:7](=[CH:8][C:9](=[N:28][OH:29])[C@@H:10]3[C@@H:19]2[CH2:18][CH2:17][C@@:15]2([CH3:16])[C@H:11]3[CH2:12][CH2:13][CH2:14]2)[CH2:6]1)(=[O:3])[CH3:2].C(=O)([O-])[O-].[K+].[K+].Br[CH2:37][CH2:38][CH2:39][Cl:40].O.